The task is: Predict which catalyst facilitates the given reaction.. This data is from Catalyst prediction with 721,799 reactions and 888 catalyst types from USPTO. (1) Reactant: ClC(OCC)=O.[C:7]1([CH:13]([CH3:16])[CH2:14][NH2:15])[CH:12]=[CH:11][CH:10]=[CH:9][CH:8]=1.[OH:17][C:18]1[C:23]([O:24][CH3:25])=[C:22]([O:26][CH3:27])[N:21]([CH2:28][C:29]2[CH:34]=[CH:33][C:32]([O:35][CH3:36])=[CH:31][CH:30]=2)[C:20](=[O:37])[C:19]=1[C:38](O)=[O:39].CN1CCOCC1. Product: [OH:17][C:18]1[C:23]([O:24][CH3:25])=[C:22]([O:26][CH3:27])[N:21]([CH2:28][C:29]2[CH:34]=[CH:33][C:32]([O:35][CH3:36])=[CH:31][CH:30]=2)[C:20](=[O:37])[C:19]=1[C:38]([NH:15][CH2:14][CH:13]([C:7]1[CH:12]=[CH:11][CH:10]=[CH:9][CH:8]=1)[CH3:16])=[O:39]. The catalyst class is: 632. (2) The catalyst class is: 28. Reactant: [ClH:1].[NH2:2][C@@H:3]1[C@@H:8]([OH:9])[C@H:7]([CH2:10][C:11]2[CH:16]=[C:15]([O:17][C@H:18]([CH2:23][O:24][CH3:25])[C:19]([F:22])([F:21])[F:20])[C:14]([N+:26]([O-])=O)=[C:13]([F:29])[CH:12]=2)[CH2:6][S@@:5](=[O:30])[CH2:4]1.[CH3:31][C:32]([CH3:42])([CH3:41])[CH2:33][C:34]1[O:38][N:37]=[C:36]([CH:39]=O)[CH:35]=1.Cl. Product: [ClH:1].[ClH:1].[NH2:26][C:14]1[C:15]([O:17][C@H:18]([CH2:23][O:24][CH3:25])[C:19]([F:22])([F:20])[F:21])=[CH:16][C:11]([CH2:10][C@H:7]2[C@H:8]([OH:9])[C@@H:3]([NH:2][CH2:39][C:36]3[CH:35]=[C:34]([CH2:33][C:32]([CH3:42])([CH3:41])[CH3:31])[O:38][N:37]=3)[CH2:4][S@:5](=[O:30])[CH2:6]2)=[CH:12][C:13]=1[F:29]. (3) Reactant: [Cl:1][C:2]1[CH:37]=[CH:36][C:5]([C:6]([N:8]2[CH2:14][C:13]3[CH:15]=[CH:16][CH:17]=[C:18]([O:19]C)[C:12]=3[N:11]([CH2:21][C:22]3[CH:27]=[CH:26][C:25]([C:28]([N:30]4[CH2:34][CH:33]=[CH:32][CH2:31]4)=[O:29])=[CH:24][CH:23]=3)[C:10](=[O:35])[CH2:9]2)=[O:7])=[CH:4][CH:3]=1.[Br-].[Br-].[Br-].B. Product: [Cl:1][C:2]1[CH:3]=[CH:4][C:5]([C:6]([N:8]2[CH2:14][C:13]3[CH:15]=[CH:16][CH:17]=[C:18]([OH:19])[C:12]=3[N:11]([CH2:21][C:22]3[CH:27]=[CH:26][C:25]([C:28]([N:30]4[CH2:31][CH:32]=[CH:33][CH2:34]4)=[O:29])=[CH:24][CH:23]=3)[C:10](=[O:35])[CH2:9]2)=[O:7])=[CH:36][CH:37]=1. The catalyst class is: 4. (4) Reactant: [NH2:1][C:2]1[CH:3]=[CH:4][C:5]([O:8][C:9](=[O:18])[N:10]([CH3:17])[C:11]2[CH:16]=[CH:15][CH:14]=[CH:13][CH:12]=2)=[N:6][CH:7]=1.[N+:19]([C:22]1[CH:30]=[CH:29][C:25]([C:26](Cl)=[O:27])=[CH:24][CH:23]=1)([O-:21])=[O:20].C(N(CC)CC)C. Product: [N+:19]([C:22]1[CH:23]=[CH:24][C:25]([C:26]([NH:1][C:2]2[CH:3]=[CH:4][C:5]([O:8][C:9](=[O:18])[N:10]([CH3:17])[C:11]3[CH:16]=[CH:15][CH:14]=[CH:13][CH:12]=3)=[N:6][CH:7]=2)=[O:27])=[CH:29][CH:30]=1)([O-:21])=[O:20]. The catalyst class is: 4. (5) Reactant: [NH2:1][C:2]1[C:6]2[CH:7]=[CH:8][C:9]([Br:11])=[CH:10][C:5]=2[O:4][C:3]=1[C:12]([NH:14][C@@H:15]([CH:20]1[CH2:25][CH2:24][CH2:23][CH2:22][CH2:21]1)[C:16]([O:18][CH3:19])=[O:17])=[O:13].[Cl:26][C:27]1[CH:32]=[C:31]([Cl:33])[CH:30]=[C:29]([Cl:34])[C:28]=1[N:35]=[C:36]=[O:37]. Product: [Br:11][C:9]1[CH:8]=[CH:7][C:6]2[C:2]([NH:1][C:36]([NH:35][C:28]3[C:29]([Cl:34])=[CH:30][C:31]([Cl:33])=[CH:32][C:27]=3[Cl:26])=[O:37])=[C:3]([C:12]([NH:14][C@@H:15]([CH:20]3[CH2:25][CH2:24][CH2:23][CH2:22][CH2:21]3)[C:16]([O:18][CH3:19])=[O:17])=[O:13])[O:4][C:5]=2[CH:10]=1. The catalyst class is: 17.